The task is: Predict which catalyst facilitates the given reaction.. This data is from Catalyst prediction with 721,799 reactions and 888 catalyst types from USPTO. (1) Reactant: [CH:1]1([OH:7])[CH2:6][CH2:5][CH2:4][CH2:3][CH2:2]1.[H-].[Na+].[Cl:10][C:11]1[N:16]=[C:15]([C:17]([O:19][CH:20]2[CH2:25][CH2:24][CH2:23][CH2:22][CH2:21]2)=[O:18])[CH:14]=[C:13](Cl)[N:12]=1. Product: [Cl:10][C:11]1[N:16]=[C:15]([C:17]([O:19][CH:20]2[CH2:25][CH2:24][CH2:23][CH2:22][CH2:21]2)=[O:18])[CH:14]=[C:13]([O:7][CH:1]2[CH2:6][CH2:5][CH2:4][CH2:3][CH2:2]2)[N:12]=1. The catalyst class is: 1. (2) Reactant: Cl.Cl[C:3]1[N:8]=[N:7][C:6]([N:9]([CH3:11])[CH3:10])=[C:5]([N:12]2[CH2:17][CH2:16][NH:15][CH2:14][CH2:13]2)[CH:4]=1.C([O-])(=O)C.[Na+]. Product: [CH3:10][N:9]([CH3:11])[C:6]1[N:7]=[N:8][CH:3]=[CH:4][C:5]=1[N:12]1[CH2:13][CH2:14][NH:15][CH2:16][CH2:17]1. The catalyst class is: 19. (3) Reactant: [Br:1][C:2]1[CH:7]=[CH:6][CH:5]=[C:4](Br)[N:3]=1.[CH3:9][O-:10].[Na+].CO. Product: [Br:1][C:2]1[CH:7]=[CH:6][CH:5]=[C:4]([O:10][CH3:9])[N:3]=1. The catalyst class is: 5. (4) Reactant: [CH2:1]([O:8][C:9]1[CH:10]=[C:11]2[C:16](=[CH:17][CH:18]=1)[C:15](=[O:19])[N:14]([CH2:20][CH:21]([CH3:23])[CH3:22])[C:13]([C:24]([O:26]C)=[O:25])=[C:12]2[C:28]1[CH:33]=[CH:32][CH:31]=[CH:30][C:29]=1[F:34])[C:2]1[CH:7]=[CH:6][CH:5]=[CH:4][CH:3]=1.O.[OH-].[Li+].O.Cl. Product: [CH2:1]([O:8][C:9]1[CH:10]=[C:11]2[C:16](=[CH:17][CH:18]=1)[C:15](=[O:19])[N:14]([CH2:20][CH:21]([CH3:23])[CH3:22])[C:13]([C:24]([OH:26])=[O:25])=[C:12]2[C:28]1[CH:33]=[CH:32][CH:31]=[CH:30][C:29]=1[F:34])[C:2]1[CH:3]=[CH:4][CH:5]=[CH:6][CH:7]=1. The catalyst class is: 5. (5) Reactant: [F:1][C:2]([F:23])([F:22])[C:3]1[CH:8]=[CH:7][C:6]([C:9]2[N:10]=[C:11]([CH2:14][CH2:15][CH2:16][O:17]S(C)(=O)=O)[S:12][CH:13]=2)=[CH:5][CH:4]=1.[CH3:24][O:25][C:26](=[O:40])[C:27]([O:30][C:31]1[CH:36]=[CH:35][C:34](O)=[C:33]([CH3:38])[C:32]=1[CH3:39])([CH3:29])[CH3:28].C(=O)([O-])[O-].[Cs+].[Cs+]. Product: [CH3:24][O:25][C:26](=[O:40])[C:27]([O:30][C:31]1[CH:36]=[CH:35][C:34]([O:17][CH2:16][CH2:15][CH2:14][C:11]2[S:12][CH:13]=[C:9]([C:6]3[CH:7]=[CH:8][C:3]([C:2]([F:23])([F:22])[F:1])=[CH:4][CH:5]=3)[N:10]=2)=[C:33]([CH3:38])[C:32]=1[CH3:39])([CH3:29])[CH3:28]. The catalyst class is: 10. (6) The catalyst class is: 31. Reactant: ClC1(N)C=CC([N:8]([C:12]2[CH:17]=[CH:16][CH:15]=[CH:14][C:13]=2[C:18]([F:21])([F:20])[F:19])[C:9](=[O:11])[NH2:10])=CC1.[C:23]([O:34][CH3:35])(=[O:33])[C:24]1[CH:32]=[CH:31][CH:30]=[C:26]([C:27]([O-])=O)[CH:25]=1.[CH:36]1[CH:37]=C[C:39]2N(O)N=[N:42][C:40]=2[CH:41]=1.[OH2:46].CN1C[CH2:52][O:51]CC1.CCN=C=NCCCN(C)C.[ClH:65]. Product: [Cl:65][C:27]1([C:26]2[CH:30]=[CH:31][CH:32]=[C:24]([C:23]([O:34][CH3:35])=[O:33])[CH:25]=2)[CH:37]=[CH:36][C:41]([NH:10][C:9]([NH:8][C:12]2[CH:17]=[CH:16][CH:15]=[CH:14][C:13]=2[C:18]([F:19])([F:20])[F:21])=[O:11])=[C:40]([NH:42][C:52]([OH:51])=[O:46])[CH2:39]1.